Dataset: Forward reaction prediction with 1.9M reactions from USPTO patents (1976-2016). Task: Predict the product of the given reaction. Given the reactants [F:1][C:2]([F:14])([F:13])[S:3]([C:6]1[CH:11]=[CH:10][C:9]([OH:12])=[CH:8][CH:7]=1)(=[O:5])=[O:4].[N+:15]([O-])([OH:17])=[O:16], predict the reaction product. The product is: [N+:15]([C:8]1[CH:7]=[C:6]([S:3]([C:2]([F:13])([F:1])[F:14])(=[O:4])=[O:5])[CH:11]=[CH:10][C:9]=1[OH:12])([O-:17])=[O:16].